Dataset: Reaction yield outcomes from USPTO patents with 853,638 reactions. Task: Predict the reaction yield, written as a fraction of the theoretical maximum amount of product (1.0 means a 100% yield; for example, 0.34 means a 34% yield). (1) The reactants are [H-].[Na+].[CH3:3][CH:4]1[CH2:8][CH2:7][CH2:6][N:5]1[CH2:9][CH2:10][CH2:11][OH:12].Cl[C:14]1[N:19]=[CH:18][C:17]([C:20]2[S:21][C:22]([C:26]([N:28]3[CH2:33][CH2:32][O:31][CH2:30][CH2:29]3)=[O:27])=[C:23]([CH3:25])[N:24]=2)=[CH:16][CH:15]=1. The catalyst is CN(C)C=O. The product is [CH3:25][C:23]1[N:24]=[C:20]([C:17]2[CH:18]=[N:19][C:14]([O:12][CH2:11][CH2:10][CH2:9][N:5]3[CH2:6][CH2:7][CH2:8][CH:4]3[CH3:3])=[CH:15][CH:16]=2)[S:21][C:22]=1[C:26]([N:28]1[CH2:33][CH2:32][O:31][CH2:30][CH2:29]1)=[O:27]. The yield is 0.0800. (2) The reactants are [CH2:1]([O:3][C:4]1[CH:9]=[CH:8][C:7]([C:10]2[CH:11]=[C:12]3[C:16](=[CH:17][CH:18]=2)[C:15](=[O:19])[O:14][CH2:13]3)=[C:6]([OH:20])[C:5]=1[O:21][CH3:22])[CH3:2].C(=O)([O-])[O-].[K+].[K+].Br[CH2:30][C:31]1([CH2:35][OH:36])[CH2:34][O:33][CH2:32]1. The catalyst is C(#N)C. The product is [CH2:1]([O:3][C:4]1[CH:9]=[CH:8][C:7]([C:10]2[CH:11]=[C:12]3[C:16](=[CH:17][CH:18]=2)[C:15](=[O:19])[O:14][CH2:13]3)=[C:6]([O:20][CH2:30][C:31]2([CH2:35][OH:36])[CH2:34][O:33][CH2:32]2)[C:5]=1[O:21][CH3:22])[CH3:2]. The yield is 0.280.